Dataset: Full USPTO retrosynthesis dataset with 1.9M reactions from patents (1976-2016). Task: Predict the reactants needed to synthesize the given product. (1) The reactants are: C([C@@H]1N(C(=O)C2C=CC(OC3C=CC=CC=3)=CC=2)C[C@H](CC(C)C)NC1=O)C(C)C.[C:31]1([C@@H:37]2[NH:42][C:41](=[O:43])[C@H:40]([CH2:44][CH2:45][CH3:46])[NH:39][CH2:38]2)[CH:36]=[CH:35][CH:34]=[CH:33][CH:32]=1.[F:47][C:48]1[CH:53]=[CH:52][C:51]([C:54]2[O:58][N:57]=[C:56]([C:59](O)=[O:60])[CH:55]=2)=[CH:50][CH:49]=1. Given the product [F:47][C:48]1[CH:49]=[CH:50][C:51]([C:54]2[O:58][N:57]=[C:56]([C:59]([N:39]3[CH2:38][C@H:37]([C:31]4[CH:32]=[CH:33][CH:34]=[CH:35][CH:36]=4)[NH:42][C:41](=[O:43])[C@@H:40]3[CH2:44][CH2:45][CH3:46])=[O:60])[CH:55]=2)=[CH:52][CH:53]=1, predict the reactants needed to synthesize it. (2) Given the product [Cl:1][C:2]1[N:10]=[CH:9][C:8]([Cl:11])=[CH:7][C:3]=1[C:4]([O:6][CH3:12])=[O:5], predict the reactants needed to synthesize it. The reactants are: [Cl:1][C:2]1[N:10]=[CH:9][C:8]([Cl:11])=[CH:7][C:3]=1[C:4]([OH:6])=[O:5].[C:12](Cl)(=O)C(Cl)=O.CO. (3) Given the product [Cl:26][C:27]1[C:32]([C:33]2[CH:38]=[CH:37][N:36]=[C:35]([NH:14][C:11]3[CH:12]=[CH:13][C:8]([N:5]4[CH2:4][CH2:3][N:2]([CH3:1])[CH2:7][CH2:6]4)=[CH:9][CH:10]=3)[N:34]=2)=[CH:31][CH:30]=[CH:29][N:28]=1, predict the reactants needed to synthesize it. The reactants are: [CH3:1][N:2]1[CH2:7][CH2:6][N:5]([C:8]2[CH:13]=[CH:12][C:11]([NH2:14])=[CH:10][CH:9]=2)[CH2:4][CH2:3]1.C(=O)([O-])[O-].[K+].[K+].CN(C)C=O.[Cl:26][C:27]1[C:32]([C:33]2[CH:38]=[CH:37][N:36]=[C:35](S(C)(=O)=O)[N:34]=2)=[CH:31][CH:30]=[CH:29][N:28]=1. (4) Given the product [CH2:10]([O:9][C:1](=[O:8])[CH:2]([C:3]([O:5][CH2:6][CH3:7])=[O:4])[CH2:17][C:18]1[CH:19]=[C:20]2[C:26]3([CH2:30][CH2:29][N:28]([C:31]([O:33][C:34]([CH3:37])([CH3:35])[CH3:36])=[O:32])[CH2:27]3)[CH2:25][N:24]([C:38]([O:40][CH2:41][CH2:42][Si:43]([CH3:46])([CH3:45])[CH3:44])=[O:39])[C:21]2=[CH:22][CH:23]=1)[CH3:11], predict the reactants needed to synthesize it. The reactants are: [C:1]([O:9][CH2:10][CH3:11])(=[O:8])[CH2:2][C:3]([O:5][CH2:6][CH3:7])=[O:4].[O-]CC.[Na+].Br[CH2:17][C:18]1[CH:19]=[C:20]2[C:26]3([CH2:30][CH2:29][N:28]([C:31]([O:33][C:34]([CH3:37])([CH3:36])[CH3:35])=[O:32])[CH2:27]3)[CH2:25][N:24]([C:38]([O:40][CH2:41][CH2:42][Si:43]([CH3:46])([CH3:45])[CH3:44])=[O:39])[C:21]2=[CH:22][CH:23]=1.O.